From a dataset of Forward reaction prediction with 1.9M reactions from USPTO patents (1976-2016). Predict the product of the given reaction. (1) The product is: [ClH:39].[N:1]1[CH:6]=[CH:5][C:4]([CH2:7][NH:8][C:9]([C:11]2[S:19][C:18]3[N:13]([C:14](=[O:22])[N:15]([CH2:24][C:25]4[CH:30]=[CH:29][C:28]([C:31]([N:33]5[CH2:38][CH2:37][O:36][CH2:35][CH2:34]5)=[O:32])=[CH:27][CH:26]=4)[C:16](=[O:21])[C:17]=3[CH3:20])[CH:12]=2)=[O:10])=[CH:3][CH:2]=1. Given the reactants [N:1]1[CH:6]=[CH:5][C:4]([CH2:7][NH:8][C:9]([C:11]2[S:19][C:18]3[N:13]([C:14](=[O:22])[NH:15][C:16](=[O:21])[C:17]=3[CH3:20])[CH:12]=2)=[O:10])=[CH:3][CH:2]=1.Br[CH2:24][C:25]1[CH:30]=[CH:29][C:28]([C:31]([N:33]2[CH2:38][CH2:37][O:36][CH2:35][CH2:34]2)=[O:32])=[CH:27][CH:26]=1.[ClH:39], predict the reaction product. (2) Given the reactants [C:1]([O:5][C:6]([NH:8][C:9]1[CH:14]=[C:13]([CH2:15][CH2:16][C:17]([OH:19])=O)[CH:12]=[CH:11][N:10]=1)=[O:7])([CH3:4])([CH3:3])[CH3:2].C([N:22](CC)CC)C.ClC(OCC)=O.N, predict the reaction product. The product is: [NH2:22][C:17](=[O:19])[CH2:16][CH2:15][C:13]1[CH:12]=[CH:11][N:10]=[C:9]([NH:8][C:6](=[O:7])[O:5][C:1]([CH3:4])([CH3:3])[CH3:2])[CH:14]=1. (3) Given the reactants [CH2:1]1[C:9]2[C:4](=[CH:5][CH:6]=[CH:7][CH:8]=2)[CH2:3][CH:2]1[NH:10][C:11]1[N:12]=[CH:13][C:14]2[CH2:20][NH:19][CH2:18][CH2:17][C:15]=2[N:16]=1.[NH:21]1[CH:25]=[C:24]([C:26](O)=[O:27])[N:23]=[CH:22]1.Cl.CN(C)CCCN=C=NCC.O.ON1C2C=CC=CC=2N=N1.C(N(CC)CC)C, predict the reaction product. The product is: [NH:21]1[CH:25]=[C:24]([C:26]([N:19]2[CH2:18][CH2:17][C:15]3[N:16]=[C:11]([NH:10][CH:2]4[CH2:3][C:4]5[C:9](=[CH:8][CH:7]=[CH:6][CH:5]=5)[CH2:1]4)[N:12]=[CH:13][C:14]=3[CH2:20]2)=[O:27])[N:23]=[CH:22]1. (4) Given the reactants C(OC(=O)[NH:7][C:8]1[CH:13]=[C:12]([CH3:14])[C:11]([C:15]([F:18])([F:17])[F:16])=[CH:10][C:9]=1[NH:19][C:20](=[O:36])[CH2:21][C:22](=O)[C:23]1[CH:28]=[CH:27][CH:26]=[C:25]([C:29]2[CH:34]=[CH:33][N:32]=[N:31][CH:30]=2)[CH:24]=1)(C)(C)C.C(O)(C(F)(F)F)=O, predict the reaction product. The product is: [CH3:14][C:12]1[C:11]([C:15]([F:16])([F:17])[F:18])=[CH:10][C:9]2[NH:19][C:20](=[O:36])[CH2:21][C:22]([C:23]3[CH:28]=[CH:27][CH:26]=[C:25]([C:29]4[CH:34]=[CH:33][N:32]=[N:31][CH:30]=4)[CH:24]=3)=[N:7][C:8]=2[CH:13]=1.